From a dataset of NCI-60 drug combinations with 297,098 pairs across 59 cell lines. Regression. Given two drug SMILES strings and cell line genomic features, predict the synergy score measuring deviation from expected non-interaction effect. (1) Drug 1: CNC(=O)C1=CC=CC=C1SC2=CC3=C(C=C2)C(=NN3)C=CC4=CC=CC=N4. Drug 2: C1CN1P(=S)(N2CC2)N3CC3. Cell line: HL-60(TB). Synergy scores: CSS=77.1, Synergy_ZIP=10.3, Synergy_Bliss=12.5, Synergy_Loewe=12.4, Synergy_HSA=14.6. (2) Drug 1: CC1OCC2C(O1)C(C(C(O2)OC3C4COC(=O)C4C(C5=CC6=C(C=C35)OCO6)C7=CC(=C(C(=C7)OC)O)OC)O)O. Drug 2: CCC1(CC2CC(C3=C(CCN(C2)C1)C4=CC=CC=C4N3)(C5=C(C=C6C(=C5)C78CCN9C7C(C=CC9)(C(C(C8N6C=O)(C(=O)OC)O)OC(=O)C)CC)OC)C(=O)OC)O.OS(=O)(=O)O. Cell line: T-47D. Synergy scores: CSS=37.3, Synergy_ZIP=-9.47, Synergy_Bliss=-4.62, Synergy_Loewe=-1.97, Synergy_HSA=-1.56. (3) Drug 1: CC1=C(C(=CC=C1)Cl)NC(=O)C2=CN=C(S2)NC3=CC(=NC(=N3)C)N4CCN(CC4)CCO. Drug 2: CNC(=O)C1=NC=CC(=C1)OC2=CC=C(C=C2)NC(=O)NC3=CC(=C(C=C3)Cl)C(F)(F)F. Cell line: ACHN. Synergy scores: CSS=28.7, Synergy_ZIP=4.92, Synergy_Bliss=4.66, Synergy_Loewe=-31.4, Synergy_HSA=2.21. (4) Drug 1: C1=CN(C=N1)CC(O)(P(=O)(O)O)P(=O)(O)O. Drug 2: CC(C)CN1C=NC2=C1C3=CC=CC=C3N=C2N. Cell line: UACC-257. Synergy scores: CSS=2.38, Synergy_ZIP=-0.123, Synergy_Bliss=0.862, Synergy_Loewe=1.31, Synergy_HSA=0.327. (5) Cell line: MCF7. Drug 2: CCCCCOC(=O)NC1=NC(=O)N(C=C1F)C2C(C(C(O2)C)O)O. Synergy scores: CSS=3.87, Synergy_ZIP=-3.06, Synergy_Bliss=-2.32, Synergy_Loewe=-9.23, Synergy_HSA=-3.44. Drug 1: CC12CCC3C(C1CCC2=O)CC(=C)C4=CC(=O)C=CC34C. (6) Drug 1: CCC1(CC2CC(C3=C(CCN(C2)C1)C4=CC=CC=C4N3)(C5=C(C=C6C(=C5)C78CCN9C7C(C=CC9)(C(C(C8N6C)(C(=O)OC)O)OC(=O)C)CC)OC)C(=O)OC)O.OS(=O)(=O)O. Drug 2: CC1C(C(CC(O1)OC2CC(CC3=C2C(=C4C(=C3O)C(=O)C5=CC=CC=C5C4=O)O)(C(=O)C)O)N)O. Cell line: HT29. Synergy scores: CSS=40.6, Synergy_ZIP=-4.10, Synergy_Bliss=-5.21, Synergy_Loewe=-4.72, Synergy_HSA=-4.02. (7) Drug 1: CC1=C2C(C(=O)C3(C(CC4C(C3C(C(C2(C)C)(CC1OC(=O)C(C(C5=CC=CC=C5)NC(=O)OC(C)(C)C)O)O)OC(=O)C6=CC=CC=C6)(CO4)OC(=O)C)OC)C)OC. Drug 2: CCCCCOC(=O)NC1=NC(=O)N(C=C1F)C2C(C(C(O2)C)O)O. Cell line: RXF 393. Synergy scores: CSS=59.2, Synergy_ZIP=19.5, Synergy_Bliss=18.8, Synergy_Loewe=8.72, Synergy_HSA=20.7. (8) Drug 1: CN1C2=C(C=C(C=C2)N(CCCl)CCCl)N=C1CCCC(=O)O.Cl. Drug 2: N.N.Cl[Pt+2]Cl. Cell line: PC-3. Synergy scores: CSS=28.6, Synergy_ZIP=-8.04, Synergy_Bliss=0.943, Synergy_Loewe=-7.21, Synergy_HSA=0.894. (9) Drug 1: CC1=CC=C(C=C1)C2=CC(=NN2C3=CC=C(C=C3)S(=O)(=O)N)C(F)(F)F. Drug 2: C1=NC(=NC(=O)N1C2C(C(C(O2)CO)O)O)N. Cell line: HCT116. Synergy scores: CSS=45.7, Synergy_ZIP=2.04, Synergy_Bliss=-1.48, Synergy_Loewe=-22.4, Synergy_HSA=-1.27. (10) Drug 1: CC1OCC2C(O1)C(C(C(O2)OC3C4COC(=O)C4C(C5=CC6=C(C=C35)OCO6)C7=CC(=C(C(=C7)OC)O)OC)O)O. Drug 2: C(CCl)NC(=O)N(CCCl)N=O. Cell line: COLO 205. Synergy scores: CSS=53.6, Synergy_ZIP=-0.893, Synergy_Bliss=0.326, Synergy_Loewe=-15.9, Synergy_HSA=1.36.